Dataset: Full USPTO retrosynthesis dataset with 1.9M reactions from patents (1976-2016). Task: Predict the reactants needed to synthesize the given product. Given the product [CH2:1]([N:8]1[C:17]2[CH2:16][CH2:15][NH:14][CH2:13][CH2:12][C:11]=2[C:10]([C:18]2[CH:23]=[CH:22][C:21]([CH3:25])=[CH:20][CH:19]=2)=[N:9]1)[C:2]1[CH:7]=[CH:6][CH:5]=[CH:4][CH:3]=1, predict the reactants needed to synthesize it. The reactants are: [CH2:1]([N:8]1[C:17]2[CH2:16][CH2:15][NH:14][CH2:13][CH2:12][C:11]=2[C:10]([C:18]2[CH:23]=[CH:22][C:21](Cl)=[CH:20][CH:19]=2)=[N:9]1)[C:2]1[CH:7]=[CH:6][CH:5]=[CH:4][CH:3]=1.[CH3:25]C1C=CC(C(Cl)=O)=CC=1.